From a dataset of Catalyst prediction with 721,799 reactions and 888 catalyst types from USPTO. Predict which catalyst facilitates the given reaction. (1) Reactant: CN(C1C=CC=CN=1)C.C(N(CC)CC)C.[CH3:17][C:18]1([CH3:25])[O:22][CH:21]([CH2:23][OH:24])[CH2:20][O:19]1.[C:26]1([CH3:36])[CH:31]=[CH:30][C:29]([S:32](Cl)(=[O:34])=[O:33])=[CH:28][CH:27]=1. Product: [CH3:36][C:26]1[CH:31]=[CH:30][C:29]([S:32]([O:24][CH2:23][CH:21]2[O:22][C:18]([CH3:25])([CH3:17])[O:19][CH2:20]2)(=[O:34])=[O:33])=[CH:28][CH:27]=1. The catalyst class is: 93. (2) Reactant: Cl.[NH2:2][C@@H:3]([C@@H:7]1[C:15]2[C:10](=[CH:11][C:12]([Br:16])=[CH:13][CH:14]=2)[CH2:9][CH2:8]1)[C:4]([OH:6])=[O:5].C(=O)(O)[O-].[Na+].[C:22](O[C:22]([O:24][C:25]([CH3:28])([CH3:27])[CH3:26])=[O:23])([O:24][C:25]([CH3:28])([CH3:27])[CH3:26])=[O:23]. Product: [Br:16][C:12]1[CH:11]=[C:10]2[C:15](=[CH:14][CH:13]=1)[C@@H:7]([C@H:3]([NH:2][C:22]([O:24][C:25]([CH3:28])([CH3:27])[CH3:26])=[O:23])[C:4]([OH:6])=[O:5])[CH2:8][CH2:9]2. The catalyst class is: 8.